Predict the reaction yield, written as a fraction of the theoretical maximum amount of product (1.0 means a 100% yield; for example, 0.34 means a 34% yield). From a dataset of Reaction yield outcomes from USPTO patents with 853,638 reactions. (1) The reactants are CS(O[C:6]1[C:18]2[CH2:17][O:16][C:15](=[O:19])[C:14]=2[C:13]([O:20][CH3:21])=[C:12]2[C:7]=1[CH:8]=[C:9]([O:24][CH3:25])[C:10]([O:22][CH3:23])=[CH:11]2)(=O)=O.[O:26]1[C:30]2[CH:31]=[CH:32][C:33]([B-](F)(F)F)=[CH:34][C:29]=2[O:28][CH2:27]1.[K+].C1(P(C2CCCCC2)C2CCCCC2)CCCCC1.C(=O)([O-])[O-].[Cs+].[Cs+].[Cl-].[NH4+]. The catalyst is O1CCOCC1.O.C([O-])(=O)C.[Pd+2].C([O-])(=O)C. The product is [O:26]1[C:30]2[CH:31]=[CH:32][C:33]([C:6]3[C:18]4[CH2:17][O:16][C:15](=[O:19])[C:14]=4[C:13]([O:20][CH3:21])=[C:12]4[C:7]=3[CH:8]=[C:9]([O:24][CH3:25])[C:10]([O:22][CH3:23])=[CH:11]4)=[CH:34][C:29]=2[O:28][CH2:27]1. The yield is 0.770. (2) The reactants are [F:1][C:2]1[CH:7]=[CH:6][C:5]([N:8]2[C:16]3[C:11](=[CH:12][C:13]([S:17][C@H:18]([C:22]4[CH:27]=[CH:26][CH:25]=[CH:24][CH:23]=4)[C@@H:19]([NH2:21])[CH3:20])=[CH:14][CH:15]=3)[CH:10]=[N:9]2)=[CH:4][CH:3]=1.CN(C)C(N(C)C)=N.[F:36][C:37]([F:44])([F:43])[C:38](OCC)=[O:39]. The catalyst is CO. The product is [F:36][C:37]([F:44])([F:43])[C:38]([NH:21][C@@H:19]([CH3:20])[C@H:18]([S:17][C:13]1[CH:12]=[C:11]2[C:16](=[CH:15][CH:14]=1)[N:8]([C:5]1[CH:6]=[CH:7][C:2]([F:1])=[CH:3][CH:4]=1)[N:9]=[CH:10]2)[C:22]1[CH:23]=[CH:24][CH:25]=[CH:26][CH:27]=1)=[O:39]. The yield is 0.530. (3) The reactants are [Cl:1][C:2]1[CH:3]=[C:4]([C:9]2[N:14]=[C:13]([CH:15]3[CH2:17][CH2:16]3)[N:12]=[C:11](O)[C:10]=2[C:19]#[N:20])[CH:5]=[CH:6][C:7]=1[Cl:8].O=P(Cl)(Cl)[Cl:23].C([O-])(O)=O.[Na+]. The catalyst is O1CCOCC1. The product is [Cl:1][C:2]1[CH:3]=[C:4]([C:9]2[N:14]=[C:13]([CH:15]3[CH2:17][CH2:16]3)[N:12]=[C:11]([Cl:23])[C:10]=2[C:19]#[N:20])[CH:5]=[CH:6][C:7]=1[Cl:8]. The yield is 0.450. (4) The reactants are [NH2:1][C:2]1[C:7]([CH3:8])=[CH:6][CH:5]=[CH:4][N:3]=1.C(N(CC)CC)C.[C:16](Cl)(Cl)=[O:17].C1COCC1.Cl.[N:26]1([C:32]2[CH:37]=[CH:36][C:35]([NH:38][C:39]([C:41]3[N:42]=[C:43]([C:50]4[CH:55]=[CH:54][CH:53]=[CH:52][CH:51]=4)[O:44][C:45]=3[C:46]([F:49])([F:48])[F:47])=[O:40])=[CH:34][CH:33]=2)[CH2:31][CH2:30][NH:29][CH2:28][CH2:27]1. The catalyst is C(Cl)Cl.CN1CCCC1=O.C(OCC)(=O)C. The product is [CH3:8][C:7]1[C:2]([NH:1][C:16]([N:29]2[CH2:30][CH2:31][N:26]([C:32]3[CH:37]=[CH:36][C:35]([NH:38][C:39]([C:41]4[N:42]=[C:43]([C:50]5[CH:55]=[CH:54][CH:53]=[CH:52][CH:51]=5)[O:44][C:45]=4[C:46]([F:47])([F:49])[F:48])=[O:40])=[CH:34][CH:33]=3)[CH2:27][CH2:28]2)=[O:17])=[N:3][CH:4]=[CH:5][CH:6]=1. The yield is 0.160. (5) The reactants are [CH3:1][CH:2]([C:6]1[C:10]([CH2:11][CH2:12][CH2:13][OH:14])=[CH:9][N:8]([C:15]2[CH:20]=[CH:19][C:18]([C:21]([F:24])([F:23])[F:22])=[CH:17][N:16]=2)[N:7]=1)[CH2:3][CH2:4][CH3:5].O[C:26]1[C:31]([O:32][CH3:33])=[CH:30][CH:29]=[CH:28][C:27]=1[CH2:34][C:35]([O:37]C)=[O:36].C(P(CCCC)CCCC)CCC.N(C(N1CCCCC1)=O)=NC(N1CCCCC1)=O. The catalyst is O1CCCC1. The product is [CH3:33][O:32][C:31]1[C:26]([O:14][CH2:13][CH2:12][CH2:11][C:10]2[C:6]([CH:2]([CH3:1])[CH2:3][CH2:4][CH3:5])=[N:7][N:8]([C:15]3[CH:20]=[CH:19][C:18]([C:21]([F:24])([F:23])[F:22])=[CH:17][N:16]=3)[CH:9]=2)=[C:27]([CH2:34][C:35]([OH:37])=[O:36])[CH:28]=[CH:29][CH:30]=1. The yield is 0.810. (6) The reactants are [C:1]([C:3]1[C:4]([C:18]([F:21])([F:20])[F:19])=[C:5]2[C:9](=[CH:10][CH:11]=1)[N:8]([CH:12]([CH3:17])[C:13]([O:15]C)=[O:14])[CH:7]=[CH:6]2)#[N:2].[OH-].[Na+]. The catalyst is C1COCC1.CO. The product is [C:1]([C:3]1[C:4]([C:18]([F:21])([F:20])[F:19])=[C:5]2[C:9](=[CH:10][CH:11]=1)[N:8]([CH:12]([CH3:17])[C:13]([OH:15])=[O:14])[CH:7]=[CH:6]2)#[N:2]. The yield is 0.990. (7) The reactants are [CH:1]1([N:7]2[C:11]3[CH:12]=[CH:13][C:14]([C:16]([OH:18])=O)=[CH:15][C:10]=3[N:9]=[C:8]2[C:19]2[CH:24]=[CH:23][CH:22]=[CH:21][N:20]=2)[CH2:6][CH2:5][CH2:4][CH2:3][CH2:2]1.[CH3:25][O:26][C:27]1[CH:28]=[C:29]([CH:33]=[CH:34][C:35]=1[O:36][CH3:37])[CH2:30][CH2:31][NH2:32].CN(C(ON1N=NC2C=CC=CC1=2)=[N+](C)C)C.[B-](F)(F)(F)F.CCN(C(C)C)C(C)C.[OH-].[Na+]. The catalyst is CN(C=O)C. The product is [CH3:25][O:26][C:27]1[CH:28]=[C:29]([CH2:30][CH2:31][NH:32][C:16]([C:14]2[CH:13]=[CH:12][C:11]3[N:7]([CH:1]4[CH2:2][CH2:3][CH2:4][CH2:5][CH2:6]4)[C:8]([C:19]4[CH:24]=[CH:23][CH:22]=[CH:21][N:20]=4)=[N:9][C:10]=3[CH:15]=2)=[O:18])[CH:33]=[CH:34][C:35]=1[O:36][CH3:37]. The yield is 0.600. (8) The reactants are C(=O)([O-])[O-].[Na+].[Na+].[CH3:7][C:8]1[CH:13]=[CH:12][C:11]([S:14]([O:17][C@H:18]2[CH2:22][NH:21][C@@H:20]3[C@@H:23]([OH:26])[CH2:24][O:25][C@H:19]23)(=[O:16])=[O:15])=[CH:10][CH:9]=1.[C:27](O[C:27]([O:29][C:30]([CH3:33])([CH3:32])[CH3:31])=[O:28])([O:29][C:30]([CH3:33])([CH3:32])[CH3:31])=[O:28]. The catalyst is O.O1CCOCC1. The product is [OH:26][C@@H:23]1[C@H:20]2[N:21]([C:27]([O:29][C:30]([CH3:33])([CH3:32])[CH3:31])=[O:28])[CH2:22][C@H:18]([O:17][S:14]([C:11]3[CH:12]=[CH:13][C:8]([CH3:7])=[CH:9][CH:10]=3)(=[O:16])=[O:15])[C@H:19]2[O:25][CH2:24]1. The yield is 0.550. (9) The reactants are [Na].[CH2:2]([O:4][C:5](=[O:25])[CH2:6][NH:7][C:8]([C:10]1[C:15]([OH:16])=[CH:14][C:13](OS(C(F)(F)F)(=O)=O)=[CH:12][N:11]=1)=[O:9])[CH3:3].O1CCOCC1.P([O-])([O-])([O-])=O.[K+].[K+].[K+].[F:40][C:41]1[CH:42]=[C:43](B(O)O)[CH:44]=[CH:45][CH:46]=1. The catalyst is O. The product is [CH2:2]([O:4][C:5](=[O:25])[CH2:6][NH:7][C:8]([C:10]1[C:15]([OH:16])=[CH:14][C:13]([C:45]2[CH:44]=[CH:43][CH:42]=[C:41]([F:40])[CH:46]=2)=[CH:12][N:11]=1)=[O:9])[CH3:3]. The yield is 0.900.